From a dataset of Full USPTO retrosynthesis dataset with 1.9M reactions from patents (1976-2016). Predict the reactants needed to synthesize the given product. (1) Given the product [NH2:9][C:5]1[C:4]([CH3:10])=[CH:3][C:2]([C:11]#[N:12])=[C:7]([F:8])[CH:6]=1, predict the reactants needed to synthesize it. The reactants are: Br[C:2]1[C:7]([F:8])=[CH:6][C:5]([NH2:9])=[C:4]([CH3:10])[CH:3]=1.[CH3:11][N:12](C=O)C. (2) Given the product [OH:20][C:4]1[C:3]([NH:2][N:21]=[C:27]2[C:26]([CH3:25])=[N:30][N:29]([C:31]3[CH:40]=[CH:39][C:38]4[CH2:37][CH2:36][CH2:35][CH2:34][C:33]=4[CH:32]=3)[C:28]2=[O:41])=[CH:8][CH:7]=[CH:6][C:5]=1[C:9]1[CH:14]=[CH:13][CH:12]=[C:11]([C:15]2[NH:19][N:18]=[N:17][N:16]=2)[CH:10]=1, predict the reactants needed to synthesize it. The reactants are: Cl.[NH2:2][C:3]1[CH:8]=[CH:7][CH:6]=[C:5]([C:9]2[CH:14]=[CH:13][CH:12]=[C:11]([C:15]3[NH:19][N:18]=[N:17][N:16]=3)[CH:10]=2)[C:4]=1[OH:20].[N:21]([O-])=O.[Na+].[CH3:25][C:26]1[CH2:27][C:28](=[O:41])[N:29]([C:31]2[CH:40]=[CH:39][C:38]3[CH2:37][CH2:36][CH2:35][CH2:34][C:33]=3[CH:32]=2)[N:30]=1.C(=O)(O)[O-].[Na+]. (3) Given the product [I:1][C:2]1[CH:3]=[C:4]([CH:29]=[CH:30][CH:31]=1)[CH2:5][C@:6]([CH3:28])([C:10]([OH:11])=[O:9])[NH2:7], predict the reactants needed to synthesize it. The reactants are: [I:1][C:2]1[CH:3]=[C:4]([CH:29]=[CH:30][CH:31]=1)[CH2:5][C@:6]1([CH3:28])[C:10](=[O:11])[O:9][C@@H](C2C=CC=CC=2)[N:7]1C(OCC1C=CC=CC=1)=O.C[Si](C)(C)[O-].[K+].CO. (4) Given the product [F:1][C:2]([F:7])([F:6])[C:3]([OH:5])=[O:4].[C:8]1([C:14]2[CH:19]=[C:18]([CH:20]3[CH2:21][CH2:22][N:23]([C:43](=[O:44])[CH2:42][C:40]4[N:39]=[CH:38][NH:37][CH:41]=4)[CH2:24][CH2:25]3)[CH:17]=[CH:16][C:15]=2[NH:26][C:27]([C:29]2[NH:30][CH:31]=[C:32]([C:34]#[N:35])[N:33]=2)=[O:28])[CH2:13][CH2:12][CH2:11][CH2:10][CH:9]=1, predict the reactants needed to synthesize it. The reactants are: [F:1][C:2]([F:7])([F:6])[C:3]([OH:5])=[O:4].[C:8]1([C:14]2[CH:19]=[C:18]([CH:20]3[CH2:25][CH2:24][NH:23][CH2:22][CH2:21]3)[CH:17]=[CH:16][C:15]=2[NH:26][C:27]([C:29]2[NH:30][CH:31]=[C:32]([C:34]#[N:35])[N:33]=2)=[O:28])[CH2:13][CH2:12][CH2:11][CH2:10][CH:9]=1.C[N:37]1[CH:41]=[C:40]([CH2:42][C:43](O)=[O:44])[N:39]=[CH:38]1. (5) Given the product [Br:1][C:2]1[CH:3]=[C:4]2[C:8](=[C:9]([C:11]([O:13][CH3:14])=[O:12])[CH:10]=1)[NH:7][CH2:6][CH2:5]2, predict the reactants needed to synthesize it. The reactants are: [Br:1][C:2]1[CH:3]=[C:4]2[C:8](=[C:9]([C:11]([O:13][CH3:14])=[O:12])[CH:10]=1)[N:7](C(OC(C)(C)C)=O)[CH2:6][CH2:5]2.ClCCl.[OH-].[Na+]. (6) Given the product [F:1][C:2]1[CH:7]=[CH:6][CH:5]=[CH:4][C:3]=1[NH:8][C:9](=[O:23])[NH:10][C:11]1[CH:16]=[CH:15][C:14]([CH2:17][C:18]([N:38]2[CH2:39][CH2:40][CH2:41][CH:37]2[C:36]#[C:35][C:32]2[CH:33]=[CH:34][C:29]([C:27]([OH:28])=[O:26])=[CH:30][CH:31]=2)=[O:20])=[CH:13][C:12]=1[O:21][CH3:22], predict the reactants needed to synthesize it. The reactants are: [F:1][C:2]1[CH:7]=[CH:6][CH:5]=[CH:4][C:3]=1[NH:8][C:9](=[O:23])[NH:10][C:11]1[CH:16]=[CH:15][C:14]([CH2:17][C:18]([OH:20])=O)=[CH:13][C:12]=1[O:21][CH3:22].C([O:26][C:27]([C:29]1[CH:34]=[CH:33][C:32]([C:35]#[C:36][CH:37]2[CH2:41][CH2:40][CH2:39][NH:38]2)=[CH:31][CH:30]=1)=[O:28])C.C(Cl)CCl.Cl. (7) Given the product [CH3:15][S:16]([O:5][CH:3]1[CH2:4][N:1]([S:16]([CH3:15])(=[O:18])=[O:17])[CH2:2]1)(=[O:18])=[O:17], predict the reactants needed to synthesize it. The reactants are: [NH:1]1[CH2:4][CH:3]([OH:5])[CH2:2]1.CCN(C(C)C)C(C)C.[CH3:15][S:16](Cl)(=[O:18])=[O:17]. (8) Given the product [CH:63]1[C:62]2[CH:61]([CH2:60][O:59][C:57]([NH:56][C@@H:49]([CH2:48][CH2:47][CH2:46][CH2:45][NH:44][C:10](=[O:12])[CH2:9][CH2:8][C@H:7]([NH:13][C:14](=[O:30])[CH2:15][CH2:16][CH2:17][CH2:18][CH2:19][CH2:20][CH2:21][CH2:22][CH2:23][CH2:24][CH2:25][CH2:26][CH2:27][CH2:28][CH3:29])[C:6]([O:5][C:1]([CH3:2])([CH3:3])[CH3:4])=[O:31])[C:50]([O:52][CH2:53][CH:54]=[CH2:55])=[O:51])=[O:58])[C:73]3[C:68](=[CH:69][CH:70]=[CH:71][CH:72]=3)[C:67]=2[CH:66]=[CH:65][CH:64]=1, predict the reactants needed to synthesize it. The reactants are: [C:1]([O:5][C:6](=[O:31])[C@@H:7]([NH:13][C:14](=[O:30])[CH2:15][CH2:16][CH2:17][CH2:18][CH2:19][CH2:20][CH2:21][CH2:22][CH2:23][CH2:24][CH2:25][CH2:26][CH2:27][CH2:28][CH3:29])[CH2:8][CH2:9][C:10]([OH:12])=O)([CH3:4])([CH3:3])[CH3:2].C(N1C=CN=C1)(N1C=CN=C1)=O.[NH2:44][CH:45](N)[CH2:46][CH2:47][CH2:48][C@H:49]([NH:56][C:57]([O:59][CH2:60][CH:61]1[C:73]2[CH:72]=[CH:71][CH:70]=[CH:69][C:68]=2[C:67]2[C:62]1=[CH:63][CH:64]=[CH:65][CH:66]=2)=[O:58])[C:50]([O:52][CH2:53][CH:54]=[CH2:55])=[O:51].C(N(CC)CC)C.